This data is from Forward reaction prediction with 1.9M reactions from USPTO patents (1976-2016). The task is: Predict the product of the given reaction. (1) Given the reactants [CH3:1][S:2]([N:5]1[CH:10]=[CH:9][CH2:8][CH2:7][CH2:6]1)(=[O:4])=[O:3].ClC1C=C(C=CC=1)C(OO)=[O:16], predict the reaction product. The product is: [CH3:1][S:2]([N:5]1[CH2:6][CH2:7][CH:8]2[CH:9]([O:16]2)[CH2:10]1)(=[O:4])=[O:3]. (2) Given the reactants [CH2:1]([O:3][C:4]1[CH:9]=[C:8]([O:10]CC2C=CC(OC)=CC=2)[N:7]=[CH:6][C:5]=1[C:20]1[CH:25]=[CH:24][C:23]([CH2:26][C:27]([NH:29][C:30]2[CH:31]=[N:32][C:33]([C:40]([CH3:44])([CH3:43])[CH2:41][OH:42])=[C:34]([C:36]([F:39])([F:38])[F:37])[CH:35]=2)=[O:28])=[C:22]([F:45])[CH:21]=1)[CH3:2].C(Cl)Cl, predict the reaction product. The product is: [CH2:1]([O:3][C:4]1[C:5]([C:20]2[CH:25]=[CH:24][C:23]([CH2:26][C:27]([NH:29][C:30]3[CH:31]=[N:32][C:33]([C:40]([CH3:44])([CH3:43])[CH2:41][OH:42])=[C:34]([C:36]([F:39])([F:37])[F:38])[CH:35]=3)=[O:28])=[C:22]([F:45])[CH:21]=2)=[CH:6][NH:7][C:8](=[O:10])[CH:9]=1)[CH3:2]. (3) Given the reactants [C:12]([O:11][C:9](O[C:9]([O:11][C:12]([CH3:15])([CH3:14])[CH3:13])=[O:10])=[O:10])([CH3:15])([CH3:14])[CH3:13].[Br:16][C:17]1[CH:25]=[CH:24][CH:23]=[CH:22][C:18]=1[CH2:19][CH2:20][NH2:21].C(N(CC)CC)C, predict the reaction product. The product is: [C:12]([O:11][C:9](=[O:10])[NH:21][CH2:20][CH2:19][C:18]1[CH:22]=[CH:23][CH:24]=[CH:25][C:17]=1[Br:16])([CH3:13])([CH3:14])[CH3:15]. (4) The product is: [CH3:1][O:2][C:3]1[CH:4]=[C:5]2[C:10](=[CH:11][C:12]=1[O:13][CH3:14])[N:9]=[CH:8][N:7]=[C:6]2[S:15][C:16]1[CH:17]=[C:18]([NH:19][C:39]([NH:38][C:30]2[CH:31]=[C:32]([C:34]([F:36])([F:37])[F:35])[CH:33]=[C:28]([O:27][CH2:26][CH2:25][O:24][CH3:23])[CH:29]=2)=[O:40])[CH:20]=[CH:21][CH:22]=1. Given the reactants [CH3:1][O:2][C:3]1[CH:4]=[C:5]2[C:10](=[CH:11][C:12]=1[O:13][CH3:14])[N:9]=[CH:8][N:7]=[C:6]2[S:15][C:16]1[CH:17]=[C:18]([CH:20]=[CH:21][CH:22]=1)[NH2:19].[CH3:23][O:24][CH2:25][CH2:26][O:27][C:28]1[CH:29]=[C:30]([NH:38][C:39](=O)[O-:40])[CH:31]=[C:32]([C:34]([F:37])([F:36])[F:35])[CH:33]=1, predict the reaction product. (5) The product is: [CH3:25][S:22]([C:19]1[CH:20]=[CH:21][C:16]([CH:14]([N:7]2[C:8]3=[N:9][CH:10]=[CH:11][CH:12]=[C:13]3[C:5]([CH2:4][C:3]([OH:27])=[O:2])=[C:6]2[CH3:26])[CH3:15])=[CH:17][CH:18]=1)(=[O:23])=[O:24]. Given the reactants C[O:2][C:3](=[O:27])[CH2:4][C:5]1[C:13]2[C:8](=[N:9][CH:10]=[CH:11][CH:12]=2)[N:7]([CH:14]([C:16]2[CH:21]=[CH:20][C:19]([S:22]([CH3:25])(=[O:24])=[O:23])=[CH:18][CH:17]=2)[CH3:15])[C:6]=1[CH3:26].CO.[OH-].[Li+], predict the reaction product. (6) Given the reactants ClC1C2=NC=C(OCC3OC=CN=3)N=C2C=CN=1.Cl[C:20]1[N:21]=[C:22]2[CH:29]=[CH:28][N:27]=[C:26]([Cl:30])[C:23]2=[N:24][CH:25]=1.[CH2:31]([OH:38])[C:32]([F:37])([F:36])[CH:33]([F:35])[F:34], predict the reaction product. The product is: [Cl:30][C:26]1[C:23]2=[N:24][CH:25]=[C:20]([O:38][CH2:31][C:32]([F:37])([F:36])[CH:33]([F:35])[F:34])[N:21]=[C:22]2[CH:29]=[CH:28][N:27]=1. (7) Given the reactants Br[C:2]1[C:3]2[N:4]([N:8]=[C:9]([Cl:11])[N:10]=2)[CH:5]=[CH:6][CH:7]=1.[CH2:12]([O:14][C:15]1[CH:20]=[CH:19][CH:18]=[CH:17][C:16]=1B(O)O)[CH3:13], predict the reaction product. The product is: [Cl:11][C:9]1[N:10]=[C:3]2[C:2]([C:16]3[CH:17]=[CH:18][CH:19]=[CH:20][C:15]=3[O:14][CH2:12][CH3:13])=[CH:7][CH:6]=[CH:5][N:4]2[N:8]=1.